This data is from Peptide-MHC class II binding affinity with 134,281 pairs from IEDB. The task is: Regression. Given a peptide amino acid sequence and an MHC pseudo amino acid sequence, predict their binding affinity value. This is MHC class II binding data. (1) The peptide sequence is CGERTEGRCLHYTVDKSK. The MHC is DRB5_0101 with pseudo-sequence DRB5_0101. The binding affinity (normalized) is 0.525. (2) The peptide sequence is WLDAKSTWYGKPTAA. The MHC is HLA-DQA10104-DQB10503 with pseudo-sequence HLA-DQA10104-DQB10503. The binding affinity (normalized) is 0.143.